From a dataset of Catalyst prediction with 721,799 reactions and 888 catalyst types from USPTO. Predict which catalyst facilitates the given reaction. (1) Reactant: C[O:2][C:3]1[CH:8]=[CH:7][CH:6]=[C:5]([S:9][CH3:10])[CH:4]=1.O. The catalyst class is: 570. Product: [CH3:10][S:9][C:5]1[CH:4]=[C:3]([OH:2])[CH:8]=[CH:7][CH:6]=1. (2) Reactant: [CH3:1][N:2]([C@@:10]1([CH3:24])[CH2:14][C:13](=O)[N:12]([C@@H:16]([C:18]2[CH:23]=[CH:22][CH:21]=[CH:20][CH:19]=2)[CH3:17])[CH2:11]1)[C:3](=[O:9])[O:4][C:5]([CH3:8])([CH3:7])[CH3:6].C(O)C.C(N(CC)CC)C.O. Product: [CH3:1][N:2]([C@@:10]1([CH3:24])[CH2:14][CH2:13][N:12]([C@@H:16]([C:18]2[CH:19]=[CH:20][CH:21]=[CH:22][CH:23]=2)[CH3:17])[CH2:11]1)[C:3](=[O:9])[O:4][C:5]([CH3:6])([CH3:7])[CH3:8]. The catalyst class is: 7. (3) Reactant: [Cl:1][C:2]1[CH:3]=[N:4][C:5]2[N:6]([N:8]=[C:9]([C:11]([OH:13])=O)[CH:10]=2)[CH:7]=1.[CH3:14][CH:15]1[NH:20][CH2:19][CH2:18][N:17]2[CH:21]=[CH:22][CH:23]=[C:16]12.C(Cl)CCl.C1C=CC2N(O)N=NC=2C=1. The catalyst class is: 18. Product: [Cl:1][C:2]1[CH:3]=[N:4][C:5]2[N:6]([N:8]=[C:9]([C:11]([N:20]3[CH2:19][CH2:18][N:17]4[CH:21]=[CH:22][CH:23]=[C:16]4[CH:15]3[CH3:14])=[O:13])[CH:10]=2)[CH:7]=1. (4) Reactant: Cl[C:2]1[CH:7]=[CH:6][C:5]([N+:8]([O-:10])=[O:9])=[CH:4][N:3]=1.[N:11]1([C:17]([O:19][C:20]([CH3:23])([CH3:22])[CH3:21])=[O:18])[CH2:16][CH2:15][NH:14][CH2:13][CH2:12]1. Product: [N+:8]([C:5]1[CH:6]=[CH:7][C:2]([N:14]2[CH2:13][CH2:12][N:11]([C:17]([O:19][C:20]([CH3:23])([CH3:22])[CH3:21])=[O:18])[CH2:16][CH2:15]2)=[N:3][CH:4]=1)([O-:10])=[O:9]. The catalyst class is: 14. (5) Reactant: [Zn:1].[Li+].[Cl-].I[CH2:5][CH2:6][C:7]#[N:8].[C:9]([O-:15])(=[O:14])[C:10]([CH3:13])([CH3:12])[CH3:11].[Li+]. Product: [C:9]([O-:15])(=[O:14])[C:10]([CH3:13])([CH3:12])[CH3:11].[C:7]([CH2:6][CH2:5][Zn+:1])#[N:8]. The catalyst class is: 1.